Dataset: KCNQ2 potassium channel screen with 302,405 compounds. Task: Binary Classification. Given a drug SMILES string, predict its activity (active/inactive) in a high-throughput screening assay against a specified biological target. (1) The drug is s1c(CNC(=O)CCNC(=O)c2ccc(C(C)(C)C)cc2)ccc1. The result is 0 (inactive). (2) The drug is FC(F)(F)c1c2c(nc(c1)C(F)(F)F)nc(N\N=C\c1ccc(cc1)C)cc2. The result is 0 (inactive). (3) The drug is s1c2n(c(=O)cc(n2)CSc2sc(Nc3c(cccc3)C)nn2)cc1. The result is 0 (inactive). (4) The compound is S(CCCCCCCC)c1sc(nn1)/N=C\N(C)C. The result is 0 (inactive). (5) The molecule is Clc1c(S(=O)(=O)N2CCCC2=O)cc(c(Cl)c1)C(OC)=O. The result is 0 (inactive). (6) The compound is O=C(NC1CCCC1)C(N(c1cc(OC)c(OC)cc1)C(=O)c1occc1)c1ccncc1. The result is 0 (inactive).